Task: Predict which catalyst facilitates the given reaction.. Dataset: Catalyst prediction with 721,799 reactions and 888 catalyst types from USPTO Reactant: [CH3:1][O:2][C:3]1[CH:11]=[CH:10][CH:9]=[C:8]2[C:4]=1[CH:5]=[C:6]([C:12]([OH:14])=O)[NH:7]2.Cl.Cl.Cl.[N:18]1([CH2:25][CH2:26][N:27]2[CH2:32][CH2:31][CH:30]([NH2:33])[CH2:29][CH2:28]2)[CH2:24][CH2:23][CH2:22][CH2:21][CH2:20][CH2:19]1.CCN(C(C)C)C(C)C.CN(C(ON1N=NC2C=CC=CC1=2)=[N+](C)C)C.[B-](F)(F)(F)F. Product: [N:18]1([CH2:25][CH2:26][N:27]2[CH2:28][CH2:29][CH:30]([NH:33][C:12]([C:6]3[NH:7][C:8]4[C:4]([CH:5]=3)=[C:3]([O:2][CH3:1])[CH:11]=[CH:10][CH:9]=4)=[O:14])[CH2:31][CH2:32]2)[CH2:24][CH2:23][CH2:22][CH2:21][CH2:20][CH2:19]1. The catalyst class is: 3.